From a dataset of Reaction yield outcomes from USPTO patents with 853,638 reactions. Predict the reaction yield, written as a fraction of the theoretical maximum amount of product (1.0 means a 100% yield; for example, 0.34 means a 34% yield). (1) The product is [CH3:27][O:38][N:39]([CH3:43])[C:17](=[O:19])[CH:16]([C:13]1[CH:12]=[CH:11][C:10]([S:7]([CH3:6])(=[O:8])=[O:9])=[CH:15][CH:14]=1)[CH2:20][CH:21]1[CH2:25][CH2:24][CH2:2][O:3]1. The catalyst is C(#N)C.C(OCC)(=O)C.C(N(CC)CC)C. The reactants are Cl.[CH3:2][O:3]NC.[CH3:6][S:7]([C:10]1[CH:15]=[CH:14][C:13]([CH:16]([CH2:20][CH:21]2[CH2:25][CH2:24]OC2)[C:17]([OH:19])=O)=[CH:12][CH:11]=1)(=[O:9])=[O:8].Cl.[CH3:27]N(C)CCCN=C=NCC.[OH:38][N:39]1[C:43]2C=CC=CC=2N=N1. The yield is 0.870. (2) The reactants are [Cl:1][C:2]1[CH:7]=[CH:6][CH:5]=[C:4]([Cl:8])[C:3]=1[N:9]1[CH:18]=[C:12]2[CH:13]=[N:14][CH:15]=[C:16]([F:17])[C:11]2=[N:10]1.C1C=C(Cl)C=C(C(OO)=[O:27])C=1.S([O-])([O-])(=O)=S.[Na+].[Na+]. The catalyst is C(Cl)Cl. The product is [Cl:1][C:2]1[CH:7]=[CH:6][CH:5]=[C:4]([Cl:8])[C:3]=1[N:9]1[CH:18]=[C:12]2[CH:13]=[N+:14]([O-:27])[CH:15]=[C:16]([F:17])[C:11]2=[N:10]1. The yield is 0.890.